Task: Predict the reaction yield, written as a fraction of the theoretical maximum amount of product (1.0 means a 100% yield; for example, 0.34 means a 34% yield).. Dataset: Reaction yield outcomes from USPTO patents with 853,638 reactions (1) The reactants are [NH:1]1[C:9]2[C:4](=[CH:5][C:6](N)=[CH:7][CH:8]=2)[CH:3]=[N:2]1.Cl.N([O-])=O.[Na+].C([O-])([O-])=O.[Na+].[Na+].[C-]#N.[Na+].[C:25]([Cu])#[N:26]. The catalyst is O.CCOC(C)=O. The product is [NH:1]1[C:9]2[C:4](=[CH:5][C:6]([C:25]#[N:26])=[CH:7][CH:8]=2)[CH:3]=[N:2]1. The yield is 0.450. (2) The reactants are [N+:1]([C:4]1[CH:8]=[C:7]([C:9]([O:11][CH3:12])=[O:10])[NH:6][N:5]=1)([O-:3])=[O:2].C(=O)([O-])[O-].[K+].[K+].[CH3:19][O:20][C:21]1[CH:28]=[CH:27][C:24]([CH2:25]Br)=[CH:23][CH:22]=1. The catalyst is O1CCCC1. The product is [CH3:19][O:20][C:21]1[CH:28]=[CH:27][C:24]([CH2:25][N:6]2[C:7]([C:9]([O:11][CH3:12])=[O:10])=[CH:8][C:4]([N+:1]([O-:3])=[O:2])=[N:5]2)=[CH:23][CH:22]=1. The yield is 0.990. (3) The reactants are [Cl:1][C:2]1[C:10]([C:11]#[N:12])=[CH:9][CH:8]=[C:7]2[C:3]=1[CH:4]=[C:5]([CH:13]([F:15])[F:14])[NH:6]2.C([O-])([O-])=O.[Cs+].[Cs+].[CH3:22][S:23]([C:26]1[CH:31]=[CH:30][C:29]([O:32][CH2:33][CH2:34]Br)=[CH:28][CH:27]=1)(=[O:25])=[O:24]. The catalyst is CC#N. The product is [Cl:1][C:2]1[C:10]([C:11]#[N:12])=[CH:9][CH:8]=[C:7]2[C:3]=1[CH:4]=[C:5]([CH:13]([F:14])[F:15])[N:6]2[CH2:34][CH2:33][O:32][C:29]1[CH:28]=[CH:27][C:26]([S:23]([CH3:22])(=[O:25])=[O:24])=[CH:31][CH:30]=1. The yield is 0.610. (4) The reactants are [CH3:1][C:2]1[CH:7]=[CH:6][N:5]=[CH:4][C:3]=1[N:8]1[CH2:12][CH2:11][NH:10][C:9]1=[O:13].Br[C:15]1[S:23][C:22]2[CH:21]=[CH:20][N:19]=[C:18]([O:24][CH3:25])[C:17]=2[CH:16]=1.N[C@@H]1CCCC[C@H]1N.P([O-])([O-])([O-])=O.[K+].[K+].[K+]. The catalyst is [Cu](I)I.O1CCOCC1. The product is [CH3:25][O:24][C:18]1[C:17]2[CH:16]=[C:15]([N:10]3[CH2:11][CH2:12][N:8]([C:3]4[CH:4]=[N:5][CH:6]=[CH:7][C:2]=4[CH3:1])[C:9]3=[O:13])[S:23][C:22]=2[CH:21]=[CH:20][N:19]=1. The yield is 0.400.